This data is from NCI-60 drug combinations with 297,098 pairs across 59 cell lines. The task is: Regression. Given two drug SMILES strings and cell line genomic features, predict the synergy score measuring deviation from expected non-interaction effect. (1) Drug 1: CC1=C2C(C(=O)C3(C(CC4C(C3C(C(C2(C)C)(CC1OC(=O)C(C(C5=CC=CC=C5)NC(=O)OC(C)(C)C)O)O)OC(=O)C6=CC=CC=C6)(CO4)OC(=O)C)OC)C)OC. Drug 2: CC1C(C(CC(O1)OC2CC(CC3=C2C(=C4C(=C3O)C(=O)C5=C(C4=O)C(=CC=C5)OC)O)(C(=O)CO)O)N)O.Cl. Cell line: SF-539. Synergy scores: CSS=48.0, Synergy_ZIP=-11.3, Synergy_Bliss=-17.0, Synergy_Loewe=-13.7, Synergy_HSA=-11.9. (2) Drug 1: CN(C)C1=NC(=NC(=N1)N(C)C)N(C)C. Drug 2: C1CNP(=O)(OC1)N(CCCl)CCCl. Cell line: 786-0. Synergy scores: CSS=-3.29, Synergy_ZIP=2.11, Synergy_Bliss=1.41, Synergy_Loewe=-2.59, Synergy_HSA=-1.91.